Dataset: Catalyst prediction with 721,799 reactions and 888 catalyst types from USPTO. Task: Predict which catalyst facilitates the given reaction. (1) Reactant: [Cl:1][C:2]1[CH:8]=[C:7]([O:9][C:10]2[C:11]3[N:18]([CH3:19])[CH:17]=[CH:16][C:12]=3[N:13]=[CH:14][N:15]=2)[CH:6]=[CH:5][C:3]=1[NH2:4].C(N(CC)CC)C.[Cl:27][C:28]1[CH:33]=[CH:32][C:31]([N:34]=[C:35]=[O:36])=[CH:30][C:29]=1[C:37]([F:40])([F:39])[F:38]. Product: [Cl:1][C:2]1[CH:8]=[C:7]([O:9][C:10]2[C:11]3[N:18]([CH3:19])[CH:17]=[CH:16][C:12]=3[N:13]=[CH:14][N:15]=2)[CH:6]=[CH:5][C:3]=1[NH:4][C:35]([NH:34][C:31]1[CH:32]=[CH:33][C:28]([Cl:27])=[C:29]([C:37]([F:39])([F:38])[F:40])[CH:30]=1)=[O:36]. The catalyst class is: 7. (2) Reactant: [CH3:1][C:2]1[C:10]2[C:5](=[CH:6][CH:7]=[C:8]([CH:11]=O)[CH:9]=2)[NH:4][N:3]=1.[CH3:13][O:14][CH2:15][CH2:16][C:17](=O)[CH2:18][C:19]#[N:20].[C:29]([O:31][CH2:32][C:33](=O)[CH2:28][C:29]([O:31][CH2:32][CH3:33])=[O:30])(=[O:30])[CH3:28].C([O-])(=O)C.[NH4+:39].Cl. Product: [CH3:13][O:14][CH2:15][CH2:16][C:17]1[NH:39][C:33]2[CH2:32][O:31][C:29](=[O:30])[C:28]=2[CH:11]([C:8]2[CH:9]=[C:10]3[C:5](=[CH:6][CH:7]=2)[NH:4][N:3]=[C:2]3[CH3:1])[C:18]=1[C:19]#[N:20]. The catalyst class is: 259. (3) The catalyst class is: 3. Reactant: C(OC(N1CCC(C([O:20][C:21]2[CH:43]=[CH:42][C:24]3[C:25]4[N:29]([CH2:30][CH2:31][O:32][C:23]=3[CH:22]=2)[CH:28]=[C:27]([C:33]2[N:34]([CH:39]([CH3:41])[CH3:40])[N:35]=[C:36]([CH3:38])[N:37]=2)[N:26]=4)CC)CC1)=O)C1C=CC=CC=1.[H-].[Na+].[CH2:46]([O:48][C:49](=[O:63])[C:50](Br)([C:56]1[CH:61]=[CH:60][CH:59]=[CH:58][CH:57]=1)[C:51]([O:53][CH2:54][CH3:55])=[O:52])[CH3:47]. Product: [CH2:46]([O:48][C:49](=[O:63])[C:50]([O:20][C:21]1[CH:43]=[CH:42][C:24]2[C:25]3[N:29]([CH2:30][CH2:31][O:32][C:23]=2[CH:22]=1)[CH:28]=[C:27]([C:33]1[N:34]([CH:39]([CH3:41])[CH3:40])[N:35]=[C:36]([CH3:38])[N:37]=1)[N:26]=3)([C:56]1[CH:61]=[CH:60][CH:59]=[CH:58][CH:57]=1)[C:51]([O:53][CH2:54][CH3:55])=[O:52])[CH3:47]. (4) Reactant: [CH3:1][O:2][C:3]([CH:5]1[CH2:10][N:9]([S:11]([C:14]2[S:18][C:17]3[CH:19]=[C:20]([Cl:23])[CH:21]=[CH:22][C:16]=3[CH:15]=2)(=[O:13])=[O:12])[CH2:8][C:7](=[O:24])[N:6]1[CH2:25][C:26]1[CH:31]=C[C:29](C#N)=[C:28](N)[CH:27]=1)=[O:4].[N:35]1[CH:40]=[N:39][CH:38]=[N:37][CH:36]=1.CC(O)=O. Product: [CH3:1][O:2][C:3]([CH:5]1[CH2:10][N:9]([S:11]([C:14]2[S:18][C:17]3[CH:19]=[C:20]([Cl:23])[CH:21]=[CH:22][C:16]=3[CH:15]=2)(=[O:12])=[O:13])[CH2:8][C:7](=[O:24])[N:6]1[CH2:25][C:26]1[CH:31]=[C:36]2[C:29]([C:40]([NH2:35])=[N:39][CH:38]=[N:37]2)=[CH:28][CH:27]=1)=[O:4]. The catalyst class is: 14.